From a dataset of NCI-60 drug combinations with 297,098 pairs across 59 cell lines. Regression. Given two drug SMILES strings and cell line genomic features, predict the synergy score measuring deviation from expected non-interaction effect. (1) Drug 1: CCC1=CC2CC(C3=C(CN(C2)C1)C4=CC=CC=C4N3)(C5=C(C=C6C(=C5)C78CCN9C7C(C=CC9)(C(C(C8N6C)(C(=O)OC)O)OC(=O)C)CC)OC)C(=O)OC.C(C(C(=O)O)O)(C(=O)O)O. Drug 2: CC1CCC2CC(C(=CC=CC=CC(CC(C(=O)C(C(C(=CC(C(=O)CC(OC(=O)C3CCCCN3C(=O)C(=O)C1(O2)O)C(C)CC4CCC(C(C4)OC)O)C)C)O)OC)C)C)C)OC. Cell line: A498. Synergy scores: CSS=22.0, Synergy_ZIP=-7.07, Synergy_Bliss=-3.32, Synergy_Loewe=0.632, Synergy_HSA=2.06. (2) Cell line: K-562. Drug 2: C#CCC(CC1=CN=C2C(=N1)C(=NC(=N2)N)N)C3=CC=C(C=C3)C(=O)NC(CCC(=O)O)C(=O)O. Drug 1: CN1C2=C(C=C(C=C2)N(CCCl)CCCl)N=C1CCCC(=O)O.Cl. Synergy scores: CSS=6.19, Synergy_ZIP=14.7, Synergy_Bliss=15.5, Synergy_Loewe=-63.1, Synergy_HSA=-4.00. (3) Drug 1: COC1=C(C=C2C(=C1)N=CN=C2NC3=CC(=C(C=C3)F)Cl)OCCCN4CCOCC4. Drug 2: N.N.Cl[Pt+2]Cl. Cell line: U251. Synergy scores: CSS=21.4, Synergy_ZIP=-2.30, Synergy_Bliss=5.37, Synergy_Loewe=5.15, Synergy_HSA=6.97. (4) Drug 1: C1=CC(=CC=C1C#N)C(C2=CC=C(C=C2)C#N)N3C=NC=N3. Drug 2: C1CNP(=O)(OC1)N(CCCl)CCCl. Cell line: BT-549. Synergy scores: CSS=-0.433, Synergy_ZIP=3.39, Synergy_Bliss=4.06, Synergy_Loewe=-2.46, Synergy_HSA=-3.77. (5) Drug 1: CN(C)C1=NC(=NC(=N1)N(C)C)N(C)C. Drug 2: C1CC(C1)(C(=O)O)C(=O)O.[NH2-].[NH2-].[Pt+2]. Cell line: BT-549. Synergy scores: CSS=3.55, Synergy_ZIP=-0.686, Synergy_Bliss=-0.633, Synergy_Loewe=-21.2, Synergy_HSA=-5.64. (6) Drug 2: CC1CCCC2(C(O2)CC(NC(=O)CC(C(C(=O)C(C1O)C)(C)C)O)C(=CC3=CSC(=N3)C)C)C. Drug 1: COC1=CC(=CC(=C1O)OC)C2C3C(COC3=O)C(C4=CC5=C(C=C24)OCO5)OC6C(C(C7C(O6)COC(O7)C8=CC=CS8)O)O. Synergy scores: CSS=1.14, Synergy_ZIP=0.319, Synergy_Bliss=1.15, Synergy_Loewe=-0.104, Synergy_HSA=-0.184. Cell line: NCI/ADR-RES. (7) Drug 1: C1=CC(=C2C(=C1NCCNCCO)C(=O)C3=C(C=CC(=C3C2=O)O)O)NCCNCCO. Drug 2: CC1CCC2CC(C(=CC=CC=CC(CC(C(=O)C(C(C(=CC(C(=O)CC(OC(=O)C3CCCCN3C(=O)C(=O)C1(O2)O)C(C)CC4CCC(C(C4)OC)O)C)C)O)OC)C)C)C)OC. Cell line: T-47D. Synergy scores: CSS=42.0, Synergy_ZIP=0.383, Synergy_Bliss=0.566, Synergy_Loewe=5.46, Synergy_HSA=6.72.